Dataset: Reaction yield outcomes from USPTO patents with 853,638 reactions. Task: Predict the reaction yield, written as a fraction of the theoretical maximum amount of product (1.0 means a 100% yield; for example, 0.34 means a 34% yield). (1) The reactants are [NH2:1][C:2]1[CH:7]=[CH:6][CH:5]=[C:4]([C:8]([CH:10]2[CH2:15][CH2:14][N:13]([CH3:16])[CH2:12][CH2:11]2)=[O:9])[N:3]=1.[Cl:17][C:18]1[CH:26]=[CH:25][CH:24]=[CH:23][C:19]=1[C:20](Cl)=[O:21]. The catalyst is O1CCOCC1.CO. The product is [Cl:17][C:18]1[CH:26]=[CH:25][CH:24]=[CH:23][C:19]=1[C:20]([NH:1][C:2]1[CH:7]=[CH:6][CH:5]=[C:4]([C:8]([CH:10]2[CH2:15][CH2:14][N:13]([CH3:16])[CH2:12][CH2:11]2)=[O:9])[N:3]=1)=[O:21]. The yield is 0.840. (2) The reactants are C[O:2][C:3]([C:5]1[CH:10]=[N:9][C:8]([CH:11]2[CH2:13][CH2:12]2)=[C:7]([O:14][CH2:15][CH:16]2[CH2:18][CH2:17]2)[N:6]=1)=[O:4].[OH-].[Li+]. The catalyst is C1COCC1.O. The product is [CH:11]1([C:8]2[N:9]=[CH:10][C:5]([C:3]([OH:4])=[O:2])=[N:6][C:7]=2[O:14][CH2:15][CH:16]2[CH2:18][CH2:17]2)[CH2:12][CH2:13]1. The yield is 0.866.